Task: Predict the product of the given reaction.. Dataset: Forward reaction prediction with 1.9M reactions from USPTO patents (1976-2016) (1) Given the reactants [CH2:1]([O:3][C:4]([C:6]1[C:10]([N+:11]([O-:13])=[O:12])=[CH:9][NH:8][N:7]=1)=[O:5])[CH3:2].[F:14][C:15]([F:20])([F:19])[CH2:16][CH2:17]I, predict the reaction product. The product is: [CH2:1]([O:3][C:4]([C:6]1[N:7]([CH2:17][CH2:16][C:15]([F:20])([F:19])[F:14])[N:8]=[CH:9][C:10]=1[N+:11]([O-:13])=[O:12])=[O:5])[CH3:2]. (2) Given the reactants Br[C:2]1[CH:7]=[CH:6][C:5]([O:8][CH3:9])=[C:4]([O:10][CH:11]([F:13])[F:12])[C:3]=1[O:14][CH2:15][O:16][CH3:17].C(=O)([O-])[O-].[Cs+].[Cs+].CC1(C)C(C)(C)OB([C:32]2[CH:40]=[CH:39][CH:38]=[C:37]3[C:33]=2[CH2:34][CH2:35][C:36]3=[O:41])O1, predict the reaction product. The product is: [F:12][CH:11]([F:13])[O:10][C:4]1[C:3]([O:14][CH2:15][O:16][CH3:17])=[C:2]([C:32]2[CH:40]=[CH:39][CH:38]=[C:37]3[C:33]=2[CH2:34][CH2:35][C:36]3=[O:41])[CH:7]=[CH:6][C:5]=1[O:8][CH3:9]. (3) Given the reactants [CH2:1]([NH:8][CH2:9][C@@H:10]1[C@H:14]2[O:15][C:16]([CH3:19])([CH3:18])[O:17][C@H:13]2[C@H:12]([N:20]2[CH:28]=[N:27][C:26]3[C:21]2=[N:22][CH:23]=[N:24][C:25]=3[NH2:29])[O:11]1)[C:2]1[CH:7]=[CH:6][CH:5]=[CH:4][CH:3]=1.O=[CH:31][CH2:32][CH2:33][CH2:34][C:35]([O:37][CH3:38])=[O:36].[BH-](OC(C)=O)(OC(C)=O)OC(C)=O.[Na+], predict the reaction product. The product is: [NH2:29][C:25]1[N:24]=[CH:23][N:22]=[C:21]2[C:26]=1[N:27]=[CH:28][N:20]2[C@H:12]1[C@@H:13]2[O:17][C:16]([CH3:19])([CH3:18])[O:15][C@@H:14]2[C@@H:10]([CH2:9][N:8]([CH2:1][C:2]2[CH:3]=[CH:4][CH:5]=[CH:6][CH:7]=2)[CH2:31][CH2:32][CH2:33][CH2:34][C:35]([O:37][CH3:38])=[O:36])[O:11]1. (4) Given the reactants C([O-])(=O)C.[K+].CC1(C)C(C)(C)OB(B2OC(C)(C)C(C)(C)O2)O1.[CH2:24]([O:31][CH2:32][CH2:33][CH2:34][S:35][C:36]1[CH:41]=[CH:40][C:39](Br)=[CH:38][CH:37]=1)[C:25]1[CH:30]=[CH:29][CH:28]=[CH:27][CH:26]=1.[CH2:43]([O:45][C:46](=[O:55])/[C:47](/Br)=[CH:48]/[CH:49]1[CH2:53][CH2:52][CH2:51][CH2:50]1)[CH3:44].C(=O)([O-])[O-].[Na+].[Na+], predict the reaction product. The product is: [CH2:43]([O:45][C:46](=[O:55])/[C:47](/[C:39]1[CH:40]=[CH:41][C:36]([S:35][CH2:34][CH2:33][CH2:32][O:31][CH2:24][C:25]2[CH:30]=[CH:29][CH:28]=[CH:27][CH:26]=2)=[CH:37][CH:38]=1)=[CH:48]/[CH:49]1[CH2:53][CH2:52][CH2:51][CH2:50]1)[CH3:44]. (5) Given the reactants C1(P(C2C=CC=CC=2)C2C=CC=CC=2)C=CC=CC=1.BrN1C(=O)CCC1=O.[Cl:28][C:29]1[CH:30]=[C:31]([C@@H:39]([CH2:43][CH:44]2[CH2:48][CH2:47][CH2:46][CH2:45]2)[C:40]([OH:42])=O)[CH:32]=[CH:33][C:34]=1[S:35]([CH3:38])(=[O:37])=[O:36].[NH2:49][C:50]1[O:51][C:52]2[CH:58]=[CH:57][CH:56]=[CH:55][C:53]=2[N:54]=1.N1C=CC=CC=1, predict the reaction product. The product is: [O:51]1[C:52]2[CH:58]=[CH:57][CH:56]=[CH:55][C:53]=2[N:54]=[C:50]1[NH:49][C:40](=[O:42])[C@@H:39]([C:31]1[CH:32]=[CH:33][C:34]([S:35]([CH3:38])(=[O:36])=[O:37])=[C:29]([Cl:28])[CH:30]=1)[CH2:43][CH:44]1[CH2:48][CH2:47][CH2:46][CH2:45]1. (6) The product is: [N:1]([CH:4]([C:6]1[N:7]=[C:8]2[CH:17]=[CH:16][CH:15]=[C:14]([CH3:18])[N:9]2[C:10](=[O:13])[C:11]=1[C:19]1[CH:24]=[CH:23][CH:22]=[CH:21][CH:20]=1)[CH3:5])=[N+:2]=[N-:3]. Given the reactants [N:1]([CH:4]([C:6]1[N:7]=[C:8]2[CH:17]=[CH:16][CH:15]=[C:14]([CH3:18])[N:9]2[C:10](=[O:13])[C:11]=1I)[CH3:5])=[N+:2]=[N-:3].[C:19]1(B(O)O)[CH:24]=[CH:23][CH:22]=[CH:21][CH:20]=1.C(=O)([O-])[O-].[Na+].[Na+].O, predict the reaction product. (7) Given the reactants C(N1C=C(I)C(C2C=CC3C(=CC=C(C(OC)=O)C=3)N=2)=N1)C.[CH:23]1([N:26]2[CH:30]=[C:29](I)[C:28]([C:32]3[CH:41]=[CH:40][C:39]4[C:34](=[CH:35][CH:36]=[C:37]([C:42]([O:44]C)=[O:43])[CH:38]=4)[N:33]=3)=[N:27]2)[CH2:25][CH2:24]1.ClC1C=CC(S)=CC=1.[Cl:54][C:55]1[CH:56]=[CH:57][C:58]([SH:61])=[N:59][CH:60]=1, predict the reaction product. The product is: [Cl:54][C:55]1[CH:56]=[CH:57][C:58]([S:61][C:29]2[C:28]([C:32]3[CH:41]=[CH:40][C:39]4[C:34](=[CH:35][CH:36]=[C:37]([C:42]([OH:44])=[O:43])[CH:38]=4)[N:33]=3)=[N:27][N:26]([CH:23]3[CH2:24][CH2:25]3)[CH:30]=2)=[N:59][CH:60]=1.